The task is: Predict the reactants needed to synthesize the given product.. This data is from Full USPTO retrosynthesis dataset with 1.9M reactions from patents (1976-2016). (1) Given the product [CH3:1][N:2]([C:3]1[CH:8]=[CH:7][N:6]2[CH:12]=[C:13]([C:15]3[CH:20]=[CH:19][C:18]([CH3:21])=[CH:17][CH:16]=3)[N:9]=[C:5]2[CH:4]=1)[CH3:10], predict the reactants needed to synthesize it. The reactants are: [CH3:1][N:2]([CH3:10])[C:3]1[CH:8]=[CH:7][N:6]=[C:5]([NH2:9])[CH:4]=1.Br[CH2:12][C:13]([C:15]1[CH:20]=[CH:19][C:18]([CH3:21])=[CH:17][CH:16]=1)=O. (2) Given the product [CH2:11]([O:18][CH2:19][C:20]1[C:21]([O:30][CH3:31])=[N:22][CH:23]=[CH:24][C:25]=1[C:26]([OH:29])([CH2:27][CH3:28])[CH2:2][C:3]([O:5][C:6]([CH3:9])([CH3:8])[CH3:7])=[O:4])[C:12]1[CH:13]=[CH:14][CH:15]=[CH:16][CH:17]=1, predict the reactants needed to synthesize it. The reactants are: Br[CH2:2][C:3]([O:5][C:6]([CH3:9])([CH3:8])[CH3:7])=[O:4].Cl.[CH2:11]([O:18][CH2:19][C:20]1[C:21]([O:30][CH3:31])=[N:22][CH:23]=[CH:24][C:25]=1[C:26](=[O:29])[CH2:27][CH3:28])[C:12]1[CH:17]=[CH:16][CH:15]=[CH:14][CH:13]=1.[Cl-].[NH4+]. (3) Given the product [F:16][C@H:14]1[CH2:15][NH:11][C@@H:12]2[C:19]([O:20][CH3:21])([O:22][CH3:23])[CH2:18][O:17][C@H:13]12, predict the reactants needed to synthesize it. The reactants are: C(OC([N:11]1[CH2:15][C@H:14]([F:16])[C@H:13]2[O:17][CH2:18][C:19]([O:22][CH3:23])([O:20][CH3:21])[C@@H:12]12)=O)C1C=CC=CC=1. (4) The reactants are: [NH:1]1[CH2:4][CH:3]([CH2:5][C:6]2[N:7]([CH3:32])[C:8]3[C:13]([N:14]=2)=[C:12]([N:15]2[CH2:20][CH2:19][O:18][CH2:17][CH2:16]2)[N:11]=[C:10]([N:21]2[C:25]4[CH:26]=[CH:27][CH:28]=[CH:29][C:24]=4[N:23]=[C:22]2[CH2:30][CH3:31])[N:9]=3)[CH2:2]1.[OH:33][C:34]([CH3:39])([CH3:38])[C:35](O)=[O:36].CCN(C(C)C)C(C)C.CN(C(ON1N=NC2C=CC=NC1=2)=[N+](C)C)C.F[P-](F)(F)(F)(F)F. Given the product [CH2:30]([C:22]1[N:21]([C:10]2[N:9]=[C:8]3[C:13]([N:14]=[C:6]([CH2:5][CH:3]4[CH2:2][N:1]([C:35](=[O:36])[C:34]([OH:33])([CH3:39])[CH3:38])[CH2:4]4)[N:7]3[CH3:32])=[C:12]([N:15]3[CH2:20][CH2:19][O:18][CH2:17][CH2:16]3)[N:11]=2)[C:25]2[CH:26]=[CH:27][CH:28]=[CH:29][C:24]=2[N:23]=1)[CH3:31], predict the reactants needed to synthesize it.